This data is from Full USPTO retrosynthesis dataset with 1.9M reactions from patents (1976-2016). The task is: Predict the reactants needed to synthesize the given product. (1) Given the product [Cl:1][C:2]1[CH:3]=[C:4]2[C:9](=[CH:10][C:11]=1[C:12]([N:14]1[CH2:15][CH2:16][CH2:17][CH2:18]1)=[O:13])[N:8]=[CH:7][N:6]=[C:5]2[NH:19][CH:20]([C:26]1[NH:30][C:29]2[CH:38]=[CH:39][C:40]([Cl:42])=[CH:41][C:28]=2[N:27]=1)[CH2:21][CH2:22][C:23]([NH:61][CH2:62][CH2:63][CH2:64][N:43]1[CH2:47][CH2:46][CH2:45][C:44]1=[O:48])=[O:24], predict the reactants needed to synthesize it. The reactants are: [Cl:1][C:2]1[CH:3]=[C:4]2[C:9](=[CH:10][C:11]=1[C:12]([N:14]1[CH2:18][CH2:17][CH2:16][CH2:15]1)=[O:13])[N:8]=[CH:7][N:6]=[C:5]2[NH:19][CH:20]([C:26]1[N:30](C(OC(C)(C)C)=O)[C:29]2[CH:38]=[CH:39][C:40]([Cl:42])=[CH:41][C:28]=2[N:27]=1)[CH2:21][CH2:22][C:23](O)=[O:24].[N:43]1(NCCC)[CH2:47][CH2:46][CH2:45][C:44]1=[O:48].CN(C(O[N:61]1N=N[C:63]2[CH:64]=CC=C[C:62]1=2)=[N+](C)C)C.[B-](F)(F)(F)F.FC(F)(F)C(O)=O. (2) The reactants are: [Cl:1][C:2]1[CH:7]=[CH:6][C:5]([C:8]2[N:12]([CH2:13][CH:14]([OH:19])[C:15]([F:18])([F:17])[F:16])[C:11](=[O:20])[N:10]([CH2:21][C:22]([NH:24][C:25]([CH3:37])([C:27]3[CH:32]=[CH:31][CH:30]=[C:29]([C:33]([F:36])([F:35])[F:34])[CH:28]=3)[CH3:26])=[O:23])[N:9]=2)=[CH:4][CH:3]=1. Given the product [Cl:1][C:2]1[CH:7]=[CH:6][C:5]([C:8]2[N:12]([CH2:13][C:14](=[O:19])[C:15]([F:18])([F:16])[F:17])[C:11](=[O:20])[N:10]([CH2:21][C:22]([NH:24][C:25]([CH3:37])([C:27]3[CH:32]=[CH:31][CH:30]=[C:29]([C:33]([F:36])([F:34])[F:35])[CH:28]=3)[CH3:26])=[O:23])[N:9]=2)=[CH:4][CH:3]=1, predict the reactants needed to synthesize it.